This data is from HIV replication inhibition screening data with 41,000+ compounds from the AIDS Antiviral Screen. The task is: Binary Classification. Given a drug SMILES string, predict its activity (active/inactive) in a high-throughput screening assay against a specified biological target. (1) The drug is C=CC1(O)CCCC=C1COCc1ccccc1. The result is 0 (inactive). (2) The drug is CC1CCC(C(C)C)C(OC2(c3ccccc3)OC(=O)c3ccccc32)C1. The result is 0 (inactive). (3) The drug is COc1cc2c(cc1OC)C(C#N)N(C(=O)c1ccccc1)C=C2OC(=O)c1ccccc1. The result is 0 (inactive).